From a dataset of Aqueous solubility values for 9,982 compounds from the AqSolDB database. Regression/Classification. Given a drug SMILES string, predict its absorption, distribution, metabolism, or excretion properties. Task type varies by dataset: regression for continuous measurements (e.g., permeability, clearance, half-life) or binary classification for categorical outcomes (e.g., BBB penetration, CYP inhibition). For this dataset (solubility_aqsoldb), we predict Y. (1) The compound is S=[SnH2]. The Y is -8.41 log mol/L. (2) The molecule is Cc1ccc(C(C)C)c(O)c1. The Y is -2.19 log mol/L. (3) The drug is O=C(O)c1ccco1. The Y is -0.480 log mol/L. (4) The compound is Cc1ccccc1N(O)C(=O)c1cccc(F)c1. The Y is -2.53 log mol/L.